This data is from Peptide-MHC class I binding affinity with 185,985 pairs from IEDB/IMGT. The task is: Regression. Given a peptide amino acid sequence and an MHC pseudo amino acid sequence, predict their binding affinity value. This is MHC class I binding data. (1) The peptide sequence is YDAVVPLVY. The MHC is HLA-B46:01 with pseudo-sequence HLA-B46:01. The binding affinity (normalized) is 0.124. (2) The peptide sequence is TEGEGRVIL. The MHC is HLA-B35:01 with pseudo-sequence HLA-B35:01. The binding affinity (normalized) is 0.0847.